This data is from Caco-2 cell permeability data measuring drug intestinal absorption for ~900 compounds. The task is: Regression/Classification. Given a drug SMILES string, predict its absorption, distribution, metabolism, or excretion properties. Task type varies by dataset: regression for continuous measurements (e.g., permeability, clearance, half-life) or binary classification for categorical outcomes (e.g., BBB penetration, CYP inhibition). For this dataset (caco2_wang), we predict Y. The compound is CC(=S)NC[C@H]1CN(c2ccc(-c3nnc(CN)s3)c(F)c2)C(=O)O1. The Y is -4.82 log Papp (cm/s).